This data is from Full USPTO retrosynthesis dataset with 1.9M reactions from patents (1976-2016). The task is: Predict the reactants needed to synthesize the given product. (1) Given the product [CH2:1]([Si:5]([C:12]1[CH:13]=[CH:14][CH:15]=[CH:16][CH:17]=1)([C:18]1[CH:23]=[CH:22][CH:21]=[CH:20][CH:19]=1)[CH:6]([OH:11])[CH2:7][CH:8]([CH3:10])[CH3:9])[CH2:2][CH:3]=[CH2:4], predict the reactants needed to synthesize it. The reactants are: [CH2:1]([Si:5]([C:18]1[CH:23]=[CH:22][CH:21]=[CH:20][CH:19]=1)([C:12]1[CH:17]=[CH:16][CH:15]=[CH:14][CH:13]=1)[C:6](=[O:11])[CH2:7][CH:8]([CH3:10])[CH3:9])[CH2:2][CH:3]=[CH2:4].[H-].[Al+3].[Li+].[H-].[H-].[H-]. (2) Given the product [Cl:1][C:2]1[CH:27]=[CH:26][C:5]([CH2:6][N:7]2[C:12](=[O:13])[C:11]([N:29]([CH3:30])[CH3:28])=[N:10][N:9]([C:15]3[CH:16]=[C:17]([NH:21][C:22](=[O:24])[CH3:23])[CH:18]=[CH:19][CH:20]=3)[C:8]2=[O:25])=[CH:4][CH:3]=1, predict the reactants needed to synthesize it. The reactants are: [Cl:1][C:2]1[CH:27]=[CH:26][C:5]([CH2:6][N:7]2[C:12](=[O:13])[C:11](Br)=[N:10][N:9]([C:15]3[CH:16]=[C:17]([NH:21][C:22](=[O:24])[CH3:23])[CH:18]=[CH:19][CH:20]=3)[C:8]2=[O:25])=[CH:4][CH:3]=1.[CH3:28][NH:29][CH3:30].CO. (3) Given the product [CH3:21][C:18]1[CH:19]([CH3:20])[O:8][CH:7]([C:6]2[N:2]([CH3:1])[N:3]=[CH:4][C:5]=2[N+:9]([O-:11])=[O:10])[CH2:17][C:16]=1[O:15][Si:14]([CH2:22][CH3:23])([CH2:12][CH3:13])[CH2:24][CH3:25], predict the reactants needed to synthesize it. The reactants are: [CH3:1][N:2]1[C:6]([CH:7]=[O:8])=[C:5]([N+:9]([O-:11])=[O:10])[CH:4]=[N:3]1.[CH2:12]([Si:14]([CH2:24][CH3:25])([CH2:22][CH3:23])[O:15][C:16](/[C:18](/[CH3:21])=[CH:19]/[CH3:20])=[CH2:17])[CH3:13]. (4) The reactants are: [CH3:1][N:2]1[CH2:7][CH2:6][N:5]([C:8]2[CH:9]=[C:10]([C:14](=[O:16])[CH3:15])[CH:11]=[CH:12][CH:13]=2)[CH2:4][CH2:3]1.[CH:17]([C:19]1[N:24]=[C:23](/[CH:25]=[CH:26]/[C:27]([O:29][C:30]([CH3:33])([CH3:32])[CH3:31])=[O:28])[CH:22]=[CH:21][CH:20]=1)=O.[OH-].[K+]. Given the product [CH3:1][N:2]1[CH2:7][CH2:6][N:5]([C:8]2[CH:9]=[C:10]([C:14](=[O:16])/[CH:15]=[CH:17]/[C:19]3[N:24]=[C:23](/[CH:25]=[CH:26]/[C:27]([O:29][C:30]([CH3:33])([CH3:32])[CH3:31])=[O:28])[CH:22]=[CH:21][CH:20]=3)[CH:11]=[CH:12][CH:13]=2)[CH2:4][CH2:3]1, predict the reactants needed to synthesize it. (5) The reactants are: [N+:1]([C:4]1[CH:9]=[CH:8][C:7]([N:10]2[CH2:15][CH2:14][N:13]([C:16]([O:18][C:19]([CH3:22])([CH3:21])[CH3:20])=[O:17])[CH2:12][CH2:11]2)=[C:6]([C:23]([F:26])([F:25])[F:24])[CH:5]=1)([O-])=O. Given the product [NH2:1][C:4]1[CH:9]=[CH:8][C:7]([N:10]2[CH2:15][CH2:14][N:13]([C:16]([O:18][C:19]([CH3:22])([CH3:20])[CH3:21])=[O:17])[CH2:12][CH2:11]2)=[C:6]([C:23]([F:25])([F:26])[F:24])[CH:5]=1, predict the reactants needed to synthesize it. (6) Given the product [CH3:21][N:22]1[CH2:27][CH2:26][N:25]([CH2:19][C:15]2[CH:16]=[C:17]3[C:12](=[CH:13][CH:14]=2)[NH:11][C:10]([C:3]2[C:4]4[C:9](=[CH:8][CH:7]=[CH:6][CH:5]=4)[NH:1][N:2]=2)=[CH:18]3)[CH2:24][CH2:23]1, predict the reactants needed to synthesize it. The reactants are: [NH:1]1[C:9]2[C:4](=[CH:5][CH:6]=[CH:7][CH:8]=2)[C:3]([C:10]2[NH:11][C:12]3[C:17]([CH:18]=2)=[CH:16][C:15]([CH:19]=O)=[CH:14][CH:13]=3)=[N:2]1.[CH3:21][N:22]1[CH2:27][CH2:26][NH:25][CH2:24][CH2:23]1.C(O)(=O)C.C(O[BH-](OC(=O)C)OC(=O)C)(=O)C.[Na+]. (7) Given the product [F:1][C:2]1[CH:10]=[C:9]2[C:5]([CH:6]([CH2:12][CH2:13][CH2:14][CH2:15][N:30]3[CH2:31][CH2:32][N:27]([C:22]4[CH:23]=[CH:24][CH:25]=[CH:26][N:21]=4)[CH2:28][CH2:29]3)[C:7](=[O:11])[NH:8]2)=[CH:4][CH:3]=1, predict the reactants needed to synthesize it. The reactants are: [F:1][C:2]1[CH:10]=[C:9]2[C:5]([CH:6]([CH2:12][CH2:13][CH2:14][CH2:15]OS(C)(=O)=O)[C:7](=[O:11])[NH:8]2)=[CH:4][CH:3]=1.[N:21]1[CH:26]=[CH:25][CH:24]=[CH:23][C:22]=1[N:27]1[CH2:32][CH2:31][NH:30][CH2:29][CH2:28]1.